Predict the reactants needed to synthesize the given product. From a dataset of Full USPTO retrosynthesis dataset with 1.9M reactions from patents (1976-2016). Given the product [C:28]1([C:8]2[C:7]3[C:12](=[C:3]([C:2]([F:27])([F:26])[F:1])[CH:4]=[CH:5][CH:6]=3)[N:11]=[CH:10][C:9]=2[C:13]([O:15][CH2:16][CH3:17])=[O:14])[CH:33]=[CH:32][CH:31]=[CH:30][CH:29]=1, predict the reactants needed to synthesize it. The reactants are: [F:1][C:2]([F:27])([F:26])[C:3]1[CH:4]=[CH:5][CH:6]=[C:7]2[C:12]=1[N:11]=[CH:10][C:9]([C:13]([O:15][CH2:16][CH3:17])=[O:14])=[C:8]2OS(C(F)(F)F)(=O)=O.[C:28]1(B(O)O)[CH:33]=[CH:32][CH:31]=[CH:30][CH:29]=1.[O-]P([O-])([O-])=O.[K+].[K+].[K+].